Regression. Given two drug SMILES strings and cell line genomic features, predict the synergy score measuring deviation from expected non-interaction effect. From a dataset of NCI-60 drug combinations with 297,098 pairs across 59 cell lines. (1) Drug 2: CC1=C2C(C(=O)C3(C(CC4C(C3C(C(C2(C)C)(CC1OC(=O)C(C(C5=CC=CC=C5)NC(=O)OC(C)(C)C)O)O)OC(=O)C6=CC=CC=C6)(CO4)OC(=O)C)O)C)O. Drug 1: CCC1=CC2CC(C3=C(CN(C2)C1)C4=CC=CC=C4N3)(C5=C(C=C6C(=C5)C78CCN9C7C(C=CC9)(C(C(C8N6C)(C(=O)OC)O)OC(=O)C)CC)OC)C(=O)OC.C(C(C(=O)O)O)(C(=O)O)O. Cell line: SF-295. Synergy scores: CSS=51.2, Synergy_ZIP=-8.45, Synergy_Bliss=-4.95, Synergy_Loewe=-3.69, Synergy_HSA=0.741. (2) Drug 1: CC1=C(C(=CC=C1)Cl)NC(=O)C2=CN=C(S2)NC3=CC(=NC(=N3)C)N4CCN(CC4)CCO. Drug 2: CN(CC1=CN=C2C(=N1)C(=NC(=N2)N)N)C3=CC=C(C=C3)C(=O)NC(CCC(=O)O)C(=O)O. Cell line: NCI-H460. Synergy scores: CSS=28.5, Synergy_ZIP=2.12, Synergy_Bliss=2.56, Synergy_Loewe=-25.8, Synergy_HSA=-0.880. (3) Drug 1: C1CC(C1)(C(=O)O)C(=O)O.[NH2-].[NH2-].[Pt+2]. Drug 2: CN1C2=C(C=C(C=C2)N(CCCl)CCCl)N=C1CCCC(=O)O.Cl. Cell line: SN12C. Synergy scores: CSS=5.26, Synergy_ZIP=-1.43, Synergy_Bliss=-0.562, Synergy_Loewe=-1.41, Synergy_HSA=-0.324. (4) Drug 1: C1=CN(C=N1)CC(O)(P(=O)(O)O)P(=O)(O)O. Drug 2: CC1C(C(CC(O1)OC2CC(OC(C2O)C)OC3=CC4=CC5=C(C(=O)C(C(C5)C(C(=O)C(C(C)O)O)OC)OC6CC(C(C(O6)C)O)OC7CC(C(C(O7)C)O)OC8CC(C(C(O8)C)O)(C)O)C(=C4C(=C3C)O)O)O)O. Cell line: HT29. Synergy scores: CSS=6.52, Synergy_ZIP=2.94, Synergy_Bliss=3.76, Synergy_Loewe=-27.7, Synergy_HSA=-0.440. (5) Drug 1: C(=O)(N)NO. Drug 2: COC1=NC(=NC2=C1N=CN2C3C(C(C(O3)CO)O)O)N. Cell line: M14. Synergy scores: CSS=-7.56, Synergy_ZIP=3.23, Synergy_Bliss=-2.59, Synergy_Loewe=-5.84, Synergy_HSA=-7.43. (6) Drug 1: C1=CC(=C2C(=C1NCCNCCO)C(=O)C3=C(C=CC(=C3C2=O)O)O)NCCNCCO. Drug 2: CCC1(CC2CC(C3=C(CCN(C2)C1)C4=CC=CC=C4N3)(C5=C(C=C6C(=C5)C78CCN9C7C(C=CC9)(C(C(C8N6C)(C(=O)OC)O)OC(=O)C)CC)OC)C(=O)OC)O.OS(=O)(=O)O. Cell line: 786-0. Synergy scores: CSS=54.9, Synergy_ZIP=-3.56, Synergy_Bliss=-1.18, Synergy_Loewe=-1.36, Synergy_HSA=1.32.